From a dataset of Forward reaction prediction with 1.9M reactions from USPTO patents (1976-2016). Predict the product of the given reaction. (1) Given the reactants [CH2:1]=O.[CH3:3][N:4]1[CH2:9][CH2:8][NH:7][CH2:6][CH2:5]1.[NH2:10][C:11]1[C:16]2=[C:17]([C:26]3[CH:31]=[CH:30][C:29]([NH:32][C:33]([NH:35][C:36]4[CH:41]=[C:40]([C:42]([F:45])([F:44])[F:43])[CH:39]=[CH:38][N:37]=4)=[O:34])=[CH:28][CH:27]=3)[C:18]([C:20]([N:22]([O:24][CH3:25])[CH3:23])=[O:21])=[CH:19][N:15]2[N:14]=[CH:13][N:12]=1, predict the reaction product. The product is: [NH2:10][C:11]1[C:16]2=[C:17]([C:26]3[CH:31]=[CH:30][C:29]([NH:32][C:33]([NH:35][C:36]4[CH:41]=[C:40]([C:42]([F:45])([F:44])[F:43])[CH:39]=[CH:38][N:37]=4)=[O:34])=[CH:28][CH:27]=3)[C:18]([C:20]([N:22]([O:24][CH3:25])[CH3:23])=[O:21])=[C:19]([CH2:3][N:4]3[CH2:9][CH2:8][N:7]([CH3:1])[CH2:6][CH2:5]3)[N:15]2[N:14]=[CH:13][N:12]=1. (2) Given the reactants Br[C:2]1[CH:7]=[CH:6][C:5]([F:8])=[CH:4][C:3]=1[C:9]1[NH:13][N:12]=[C:11]([CH3:14])[N:10]=1.[Cu][C:16]#[N:17], predict the reaction product. The product is: [F:8][C:5]1[CH:6]=[CH:7][C:2]([C:16]#[N:17])=[C:3]([C:9]2[NH:13][N:12]=[C:11]([CH3:14])[N:10]=2)[CH:4]=1.